This data is from Reaction yield outcomes from USPTO patents with 853,638 reactions. The task is: Predict the reaction yield, written as a fraction of the theoretical maximum amount of product (1.0 means a 100% yield; for example, 0.34 means a 34% yield). (1) The yield is 0.330. The reactants are [CH3:1][C:2]1[C:6]([C:7]2[CH:8]=[C:9]3[C:13](=[CH:14][CH:15]=2)[NH:12][C:11](=[O:16])[C:10]3([N:23]2[CH2:28][CH2:27][N:26]([CH2:29][C:30](OCC)=[O:31])[CH2:25][CH2:24]2)[C:17]2[CH:22]=[CH:21][CH:20]=[CH:19][CH:18]=2)=[C:5]([CH3:35])[O:4][N:3]=1.[H-].[H-].[H-].[H-].[Al+3].[Li+]. The catalyst is C1COCC1. The product is [CH3:1][C:2]1[C:6]([C:7]2[CH:8]=[C:9]3[C:13](=[CH:14][CH:15]=2)[NH:12][C:11](=[O:16])[C:10]3([N:23]2[CH2:24][CH2:25][N:26]([CH2:29][CH2:30][OH:31])[CH2:27][CH2:28]2)[C:17]2[CH:18]=[CH:19][CH:20]=[CH:21][CH:22]=2)=[C:5]([CH3:35])[O:4][N:3]=1. (2) The reactants are [C:1]1(=[O:11])[NH:5][C:4](=[O:6])[C:3]2=[CH:7][CH:8]=[CH:9][CH:10]=[C:2]12.[Cl:12][C:13]1C=C([C@H](O)CC)C=[CH:17][CH:18]=1.[C:36]1(P([C:36]2[CH:41]=[CH:40][CH:39]=[CH:38][CH:37]=2)[C:36]2[CH:41]=[CH:40][CH:39]=[CH:38][CH:37]=2)[CH:41]=[CH:40][CH:39]=[CH:38][CH:37]=1.N(C(OCC)=O)=NC(OCC)=O. The catalyst is C1COCC1. The product is [Cl:12][CH2:13][CH2:18][C@H:17]([N:5]1[C:1](=[O:11])[C:2]2[C:3](=[CH:7][CH:8]=[CH:9][CH:10]=2)[C:4]1=[O:6])[C:36]1[CH:37]=[CH:38][CH:39]=[CH:40][CH:41]=1. The yield is 0.502. (3) The reactants are [C:1]([CH2:3]P(=O)(OCC)OCC)#[N:2].[H-].[Na+].[Cl:14][C:15]1[CH:16]=[C:17]2[C:21](=[CH:22][CH:23]=1)[N:20]([C:24]1[N:28]([CH3:29])[N:27]=[C:26]([CH3:30])[C:25]=1[CH:31]=O)[CH:19]=[CH:18]2.O. The catalyst is O1CCCC1. The product is [Cl:14][C:15]1[CH:16]=[C:17]2[C:21](=[CH:22][CH:23]=1)[N:20]([C:24]1[N:28]([CH3:29])[N:27]=[C:26]([CH3:30])[C:25]=1/[CH:31]=[CH:3]/[C:1]#[N:2])[CH:19]=[CH:18]2. The yield is 0.920. (4) The reactants are [CH3:1][C:2]1[C:6]([C:7]([NH2:9])=[O:8])=[C:5]([NH:10][C:11](=O)[CH2:12][CH:13]([CH3:15])[CH3:14])[S:4][N:3]=1. The catalyst is N. The product is [CH2:12]([C:11]1[NH:9][C:7](=[O:8])[C:6]2[C:2]([CH3:1])=[N:3][S:4][C:5]=2[N:10]=1)[CH:13]([CH3:15])[CH3:14]. The yield is 0.380. (5) The reactants are [CH3:1][S:2]([C:5]1[CH:27]=[CH:26][C:8]([CH2:9][C@@H:10]2[CH2:15][C@H:14]([C:16]3[O:20][NH:19][C:18](=[O:21])[CH:17]=3)[CH2:13][CH2:12][N:11]2C(OC)=O)=[CH:7][CH:6]=1)(=[O:4])=[O:3].Br. No catalyst specified. The product is [CH3:1][S:2]([C:5]1[CH:27]=[CH:26][C:8]([CH2:9][C@@H:10]2[CH2:15][C@H:14]([C:16]3[O:20][NH:19][C:18](=[O:21])[CH:17]=3)[CH2:13][CH2:12][NH:11]2)=[CH:7][CH:6]=1)(=[O:3])=[O:4]. The yield is 0.474.